From a dataset of Full USPTO retrosynthesis dataset with 1.9M reactions from patents (1976-2016). Predict the reactants needed to synthesize the given product. (1) Given the product [CH3:1][O:2][C:3]1[CH:4]=[C:5]([C:12]2[NH:13][CH:14]=[C:15]([CH2:17][CH2:18][OH:19])[N:16]=2)[CH:6]=[CH:7][C:8]=1[N+:9]([O-:11])=[O:10], predict the reactants needed to synthesize it. The reactants are: [CH3:1][O:2][C:3]1[CH:4]=[C:5]([C:12]2[NH:13][CH:14]=[C:15]([CH2:17][C:18](O)=[O:19])[N:16]=2)[CH:6]=[CH:7][C:8]=1[N+:9]([O-:11])=[O:10].O. (2) Given the product [OH:29][C:22]1[C:21]([CH2:20][NH:19][C:16]([C:13]2[N:14]=[N:15][C:10]([CH:8]([O:1][C:2]3[CH:3]=[CH:4][CH:5]=[CH:6][CH:7]=3)[CH3:9])=[CH:11][CH:12]=2)=[O:18])=[C:26]([CH3:27])[CH:25]=[C:24]([CH3:28])[N:23]=1, predict the reactants needed to synthesize it. The reactants are: [O:1]([CH:8]([C:10]1[N:15]=[N:14][C:13]([C:16]([OH:18])=O)=[CH:12][CH:11]=1)[CH3:9])[C:2]1[CH:7]=[CH:6][CH:5]=[CH:4][CH:3]=1.[NH2:19][CH2:20][C:21]1[C:22]([OH:29])=[N:23][C:24]([CH3:28])=[CH:25][C:26]=1[CH3:27].ON1C2C=CC=CC=2N=N1.Cl.CN(C)CCCN=C=NCC.